This data is from Full USPTO retrosynthesis dataset with 1.9M reactions from patents (1976-2016). The task is: Predict the reactants needed to synthesize the given product. (1) Given the product [CH:14]1([C:12]([C:6]2[CH:7]=[N:8][C:9]3[C:4]([C:5]=2[NH:17][C:18]2[CH:23]=[CH:22][C:21]([C:24]([NH:27][C:28](=[O:34])[O:29][C:30]([CH3:33])([CH3:31])[CH3:32])([CH3:25])[CH3:26])=[CH:20][CH:19]=2)=[CH:3][C:2]([C:40]2[CH:41]=[C:36]([Cl:35])[C:37]([OH:52])=[C:38]([Cl:51])[CH:39]=2)=[CH:11][CH:10]=3)=[O:13])[CH2:15][CH2:16]1, predict the reactants needed to synthesize it. The reactants are: Br[C:2]1[CH:3]=[C:4]2[C:9](=[CH:10][CH:11]=1)[N:8]=[CH:7][C:6]([C:12]([CH:14]1[CH2:16][CH2:15]1)=[O:13])=[C:5]2[NH:17][C:18]1[CH:23]=[CH:22][C:21]([C:24]([NH:27][C:28](=[O:34])[O:29][C:30]([CH3:33])([CH3:32])[CH3:31])([CH3:26])[CH3:25])=[CH:20][CH:19]=1.[Cl:35][C:36]1[CH:41]=[C:40](B2OC(C)(C)C(C)(C)O2)[CH:39]=[C:38]([Cl:51])[C:37]=1[OH:52]. (2) Given the product [NH:11]1[C:10]2[CH:9]=[CH:8][N:7]=[CH:6][C:5]=2[CH:4]=[CH:3]1, predict the reactants needed to synthesize it. The reactants are: CN(C)/[CH:3]=[CH:4]/[C:5]1[CH:6]=[N+:7]([O-])[CH:8]=[CH:9][C:10]=1[N+:11]([O-])=O. (3) Given the product [CH3:1][N:2]1[C:6]2[CH:7]=[CH:8][CH:9]=[CH:10][C:5]=2[N:4]=[C:3]1[NH:11][C:12]([N:34]1[CH2:35][CH2:36][N:31]([C:29]2[S:28][N:27]=[C:26]([C:20]3[CH:25]=[CH:24][CH:23]=[CH:22][CH:21]=3)[N:30]=2)[CH2:32][CH2:33]1)=[O:19], predict the reactants needed to synthesize it. The reactants are: [CH3:1][N:2]1[C:6]2[CH:7]=[CH:8][CH:9]=[CH:10][C:5]=2[N:4]=[C:3]1[NH:11][C:12](=[O:19])OCC(Cl)(Cl)Cl.[C:20]1([C:26]2[N:30]=[C:29]([N:31]3[CH2:36][CH2:35][NH:34][CH2:33][CH2:32]3)[S:28][N:27]=2)[CH:25]=[CH:24][CH:23]=[CH:22][CH:21]=1.C(N(C(C)C)CC)(C)C.O. (4) Given the product [F:1][C:2]1[CH:3]=[CH:4][C:5]([CH2:8][CH2:9][CH2:10][N:12]2[CH2:21][CH2:20][CH:19]3[CH:14]([CH:15]([NH2:22])[CH2:16][CH2:17][CH2:18]3)[CH2:13]2)=[CH:6][CH:7]=1, predict the reactants needed to synthesize it. The reactants are: [F:1][C:2]1[CH:7]=[CH:6][C:5]([CH2:8][CH2:9][C:10]([N:12]2[CH2:21][CH2:20][CH:19]3[CH:14]([CH:15]([NH:22]C(=O)OC(C)(C)C)[CH2:16][CH2:17][CH2:18]3)[CH2:13]2)=O)=[CH:4][CH:3]=1.B.Cl.